Dataset: TCR-epitope binding with 47,182 pairs between 192 epitopes and 23,139 TCRs. Task: Binary Classification. Given a T-cell receptor sequence (or CDR3 region) and an epitope sequence, predict whether binding occurs between them. The epitope is LLDFVRFMGV. The TCR CDR3 sequence is CASSPLGAGASYNEQFF. Result: 0 (the TCR does not bind to the epitope).